This data is from Catalyst prediction with 721,799 reactions and 888 catalyst types from USPTO. The task is: Predict which catalyst facilitates the given reaction. Reactant: [N:1]([C:4]1[CH:9]=[CH:8][C:7]([Br:10])=[CH:6][CH:5]=1)=[N+:2]=[N-:3].[C:11]([O:16][CH3:17])(=[O:15])[C:12]#[C:13][CH3:14]. Product: [CH3:17][O:16][C:11]([C:12]1[N:3]=[N:2][N:1]([C:4]2[CH:9]=[CH:8][C:7]([Br:10])=[CH:6][CH:5]=2)[C:13]=1[CH3:14])=[O:15]. The catalyst class is: 11.